From a dataset of Peptide-MHC class I binding affinity with 185,985 pairs from IEDB/IMGT. Regression. Given a peptide amino acid sequence and an MHC pseudo amino acid sequence, predict their binding affinity value. This is MHC class I binding data. (1) The MHC is HLA-B38:01 with pseudo-sequence HLA-B38:01. The binding affinity (normalized) is 0.519. The peptide sequence is NHINVCLSL. (2) The peptide sequence is FAAPQFSL. The MHC is Mamu-A02 with pseudo-sequence Mamu-A02. The binding affinity (normalized) is 0.147.